From a dataset of Catalyst prediction with 721,799 reactions and 888 catalyst types from USPTO. Predict which catalyst facilitates the given reaction. (1) Reactant: [NH2:1][C:2]([C:4]1[CH:5]=[C:6](CO)[CH:7]=[C:8]2[C:13]=1[N:12]=[CH:11][N:10]=[C:9]2[NH:14][CH2:15][C:16]1[CH:17]=[C:18]([NH:22]C(=O)OC(C)(C)C)[CH:19]=[CH:20][CH:21]=1)=[O:3].Cl.O1CCOC[CH2:34]1. Product: [NH2:22][C:18]1[CH:17]=[C:16]([C@H:15]([NH:14][C:9]2[C:8]3[C:13](=[C:4]([C:2]([NH2:1])=[O:3])[CH:5]=[CH:6][CH:7]=3)[N:12]=[CH:11][N:10]=2)[CH3:34])[CH:21]=[CH:20][CH:19]=1. The catalyst class is: 5. (2) Reactant: CC(OI1(OC(C)=O)(OC(C)=O)OC(=O)C2C=CC=CC1=2)=O.[OH:23][CH2:24][C@H:25]1[CH2:30][CH2:29][C@H:28]([C:31]([O:33][CH3:34])=[O:32])[CH2:27][CH2:26]1.S([O-])([O-])(=O)=S.[Na+].[Na+]. Product: [CH:24]([C@H:25]1[CH2:26][CH2:27][C@H:28]([C:31]([O:33][CH3:34])=[O:32])[CH2:29][CH2:30]1)=[O:23]. The catalyst class is: 1.